From a dataset of Forward reaction prediction with 1.9M reactions from USPTO patents (1976-2016). Predict the product of the given reaction. Given the reactants [F:1][CH:2]1[CH2:7][CH2:6][N:5]([CH2:8][C:9]2[CH:14]=[CH:13][C:12]([C:15]([F:18])([F:17])[F:16])=[CH:11][CH:10]=2)[C@@H:4]([C:19]([NH:21][C@H:22]([C:24]2[CH:33]=[CH:32][C:27]([C:28]([O:30]C)=[O:29])=[CH:26][CH:25]=2)[CH3:23])=[O:20])[CH2:3]1.O[Li].O, predict the reaction product. The product is: [F:1][CH:2]1[CH2:7][CH2:6][N:5]([CH2:8][C:9]2[CH:14]=[CH:13][C:12]([C:15]([F:18])([F:16])[F:17])=[CH:11][CH:10]=2)[C@@H:4]([C:19]([NH:21][C@H:22]([C:24]2[CH:25]=[CH:26][C:27]([C:28]([OH:30])=[O:29])=[CH:32][CH:33]=2)[CH3:23])=[O:20])[CH2:3]1.